Dataset: Forward reaction prediction with 1.9M reactions from USPTO patents (1976-2016). Task: Predict the product of the given reaction. (1) The product is: [Br:13][C:10]1[CH:9]=[CH:8][C:7]([N:6]2[C:2]3[N:1]=[CH:17][NH:16][C:14](=[O:15])[C:3]=3[CH:4]=[N:5]2)=[CH:12][CH:11]=1. Given the reactants [NH2:1][C:2]1[N:6]([C:7]2[CH:12]=[CH:11][C:10]([Br:13])=[CH:9][CH:8]=2)[N:5]=[CH:4][C:3]=1[C:14]([NH2:16])=[O:15].[CH:17](N)=O, predict the reaction product. (2) Given the reactants CC1(C)C2C(OC3N=CC(NC(=O)[C@H](NC(=O)OC(C)(C)C)C)=CC=3)=CC=CC=2OC1.[CH3:32][C:33]1([CH3:63])[C:37]2[C:38]([O:42][C:43]3[N:48]=[CH:47][C:46]([NH:49][C:50]([C@H:52]([NH:55]C(=O)OC(C)(C)C)[CH2:53][CH3:54])=[O:51])=[CH:45][CH:44]=3)=[CH:39][CH:40]=[CH:41][C:36]=2[O:35][CH2:34]1, predict the reaction product. The product is: [NH2:55][C@H:52]([CH2:53][CH3:54])[C:50]([NH:49][C:46]1[CH:47]=[N:48][C:43]([O:42][C:38]2[C:37]3[C:33]([CH3:32])([CH3:63])[CH2:34][O:35][C:36]=3[CH:41]=[CH:40][CH:39]=2)=[CH:44][CH:45]=1)=[O:51]. (3) Given the reactants [NH2:1][C:2]1[CH:7]=[CH:6][C:5]([C:8]2[CH:9]=[C:10]3[C:14](=[CH:15][CH:16]=2)[C:13](=[O:17])[N:12]([C@@H:18]([CH:23]([CH3:25])[CH3:24])[C:19]([O:21][CH3:22])=[O:20])[CH2:11]3)=[CH:4][CH:3]=1.[C:26]([C:30]1[CH:38]=[CH:37][C:33]([C:34](Br)=[O:35])=[CH:32][CH:31]=1)([CH3:29])([CH3:28])[CH3:27], predict the reaction product. The product is: [C:26]([C:30]1[CH:31]=[CH:32][C:33]([C:34]([NH:1][C:2]2[CH:7]=[CH:6][C:5]([C:8]3[CH:9]=[C:10]4[C:14](=[CH:15][CH:16]=3)[C:13](=[O:17])[N:12]([C@@H:18]([CH:23]([CH3:25])[CH3:24])[C:19]([O:21][CH3:22])=[O:20])[CH2:11]4)=[CH:4][CH:3]=2)=[O:35])=[CH:37][CH:38]=1)([CH3:29])([CH3:27])[CH3:28]. (4) The product is: [CH3:13][C:14]1[CH:15]=[C:16]([NH:17][C:9]([C:8]2[CH:7]=[CH:6][C:5]([S:2]([CH3:1])(=[O:4])=[O:3])=[CH:12][CH:11]=2)=[NH:10])[CH:18]=[CH:19][C:20]=1[CH3:21]. Given the reactants [CH3:1][S:2]([C:5]1[CH:12]=[CH:11][C:8]([C:9]#[N:10])=[CH:7][CH:6]=1)(=[O:4])=[O:3].[CH3:13][C:14]1[CH:15]=[C:16]([CH:18]=[CH:19][C:20]=1[CH3:21])[NH2:17], predict the reaction product. (5) Given the reactants [OH:1][C:2]1[C:7]([C:8]2[CH:13]=[CH:12][CH:11]=[CH:10][CH:9]=2)=[N:6][NH:5][C:4](=[O:14])[C:3]=1[C:15]([O:17]CC)=O.[C:20]([O-:23])(=[O:22])[CH3:21].[NH2+:24]1CCCCC1.C(O)C.C1(C)C=CC=CC=1.N12CCCC=C1CCCCN2, predict the reaction product. The product is: [OH:1][C:2]1[C:7]([C:8]2[CH:9]=[CH:10][CH:11]=[CH:12][CH:13]=2)=[N:6][NH:5][C:4](=[O:14])[C:3]=1[C:15]([NH:24][CH2:21][C:20]([OH:23])=[O:22])=[O:17]. (6) Given the reactants Cl.[CH3:2][NH:3][O:4][CH3:5].C(N(CC)CC)C.C(Cl)CCl.[OH:17][CH2:18][C:19]1[CH:27]=[CH:26][C:22]([C:23]([OH:25])=O)=[CH:21][CH:20]=1, predict the reaction product. The product is: [OH:17][CH2:18][C:19]1[CH:20]=[CH:21][C:22]([C:23]([N:3]([O:4][CH3:5])[CH3:2])=[O:25])=[CH:26][CH:27]=1. (7) Given the reactants [CH3:1][CH:2]([CH3:38])[C@H:3]([N:8]1[CH2:16][C:15]2[C:10](=[CH:11][C:12]([C:17]3[CH:22]=[CH:21][C:20]([NH:23][C:24]([C:26]4[S:27][C:28]([C:31]5[CH:36]=[CH:35][CH:34]=[CH:33][CH:32]=5)=[CH:29][N:30]=4)=[O:25])=[CH:19]C=3)=[CH:13][CH:14]=2)[C:9]1=[O:37])[C:4]([O:6][CH3:7])=[O:5].[NH2:39]C1C=CC(C2C=C3C(CN([C@@H](C(C)C)C(OC)=O)C3=O)=CC=2)=NC=1.C1(C2SC(C(OCC)=O)=NC=2)C=CC=CC=1, predict the reaction product. The product is: [CH3:1][CH:2]([CH3:38])[C@H:3]([N:8]1[CH2:16][C:15]2[C:10](=[CH:11][C:12]([C:17]3[CH:22]=[CH:21][C:20]([NH:23][C:24]([C:26]4[S:27][C:28]([C:31]5[CH:36]=[CH:35][CH:34]=[CH:33][CH:32]=5)=[CH:29][N:30]=4)=[O:25])=[CH:19][N:39]=3)=[CH:13][CH:14]=2)[C:9]1=[O:37])[C:4]([O:6][CH3:7])=[O:5].